From a dataset of Full USPTO retrosynthesis dataset with 1.9M reactions from patents (1976-2016). Predict the reactants needed to synthesize the given product. (1) Given the product [Br:1][C:2]1[CH:3]=[C:4]([NH:8][CH:9]([C:12]2[CH:17]=[CH:16][CH:15]=[C:14]([O:18][CH3:19])[CH:13]=2)[C:10]([NH2:11])=[O:21])[CH:5]=[N:6][CH:7]=1, predict the reactants needed to synthesize it. The reactants are: [Br:1][C:2]1[CH:3]=[C:4]([NH:8][CH:9]([C:12]2[CH:17]=[CH:16][CH:15]=[C:14]([O:18][CH3:19])[CH:13]=2)[C:10]#[N:11])[CH:5]=[N:6][CH:7]=1.Cl.[OH2:21]. (2) Given the product [CH3:23][O:22][C:20](=[O:21])[CH2:19][C@H:16]1[C:15]2[CH:24]=[CH:25][C:12]([O:11][C@H:9]3[C:10]4[C:6](=[C:5]([O:42][C:39]5[CH:40]=[C:41]6[C:36]([CH:35]=[N:34][N:33]6[CH2:32][CH2:31][C:30]([OH:29])([CH3:43])[CH3:44])=[CH:37][CH:38]=5)[CH:4]=[CH:3][C:2]=4[F:1])[CH2:7][CH2:8]3)=[CH:13][C:14]=2[O:18][CH2:17]1, predict the reactants needed to synthesize it. The reactants are: [F:1][C:2]1[CH:3]=[CH:4][C:5](B(O)O)=[C:6]2[C:10]=1[C@H:9]([O:11][C:12]1[CH:25]=[CH:24][C:15]3[C@H:16]([CH2:19][C:20]([O:22][CH3:23])=[O:21])[CH2:17][O:18][C:14]=3[CH:13]=1)[CH2:8][CH2:7]2.[OH:29][C:30]([CH3:44])([CH3:43])[CH2:31][CH2:32][N:33]1[C:41]2[C:36](=[CH:37][CH:38]=[C:39]([OH:42])[CH:40]=2)[CH:35]=[N:34]1. (3) Given the product [CH2:10]([O:12][C:13](=[O:14])[C:15](=[O:8])[CH2:21][CH:22]1[CH2:24][CH2:23]1)[CH3:11], predict the reactants needed to synthesize it. The reactants are: O.BrN1C(=[O:8])CCC1=O.[CH2:10]([O:12][C:13]([C:15]1([CH2:21][CH:22]2[CH2:24][CH2:23]2)SCCCS1)=[O:14])[CH3:11]. (4) Given the product [Cl:15][C:13]1[CH:12]=[CH:11][C:7]([C:8]([OH:10])=[O:9])=[C:6]([NH:4][CH2:2][CH3:3])[N:14]=1, predict the reactants needed to synthesize it. The reactants are: Cl.[CH2:2]([NH2:4])[CH3:3].Cl[C:6]1[N:14]=[C:13]([Cl:15])[CH:12]=[CH:11][C:7]=1[C:8]([OH:10])=[O:9].C(N(CC)CC)C.Cl. (5) The reactants are: [Cl:1][C:2]1[CH:3]=[CH:4][C:5]2[NH:11][C:10](=O)[C@@H:9]([CH2:13][C:14]([O:16][CH:17]([CH3:19])[CH3:18])=[O:15])[S:8][C@H:7]([C:20]3[CH:25]=[CH:24][CH:23]=[C:22]([O:26][CH3:27])[CH:21]=3)[C:6]=2[CH:28]=1.COC1C=CC(P2(SP(C3C=CC(OC)=CC=3)(=S)S2)=[S:38])=CC=1. Given the product [Cl:1][C:2]1[CH:3]=[CH:4][C:5]2[NH:11][C:10](=[S:38])[C@@H:9]([CH2:13][C:14]([O:16][CH:17]([CH3:19])[CH3:18])=[O:15])[S:8][C@H:7]([C:20]3[CH:25]=[CH:24][CH:23]=[C:22]([O:26][CH3:27])[CH:21]=3)[C:6]=2[CH:28]=1, predict the reactants needed to synthesize it. (6) Given the product [F:24][C:23]([F:26])([F:25])[C:22]([NH:21][CH2:18]/[CH:19]=[CH:20]/[C:2]1[CH:7]=[CH:6][CH:5]=[C:4]([S:8][CH2:9][C:10]2[CH:15]=[CH:14][CH:13]=[CH:12][C:11]=2[O:16][CH3:17])[CH:3]=1)=[O:27], predict the reactants needed to synthesize it. The reactants are: Br[C:2]1[CH:3]=[C:4]([S:8][CH2:9][C:10]2[CH:15]=[CH:14][CH:13]=[CH:12][C:11]=2[O:16][CH3:17])[CH:5]=[CH:6][CH:7]=1.[CH2:18]([NH:21][C:22](=[O:27])[C:23]([F:26])([F:25])[F:24])[CH:19]=[CH2:20]. (7) Given the product [CH3:1][O:2][C:3]1[CH:4]=[CH:5][C:6]([C:9]2([CH2:10][N:11]3[C:19](=[O:20])[C:18]4[C:13](=[CH:14][CH:15]=[CH:16][CH:17]=4)[C:12]3=[O:21])[O:25][CH2:24][CH2:23][O:22]2)=[CH:7][CH:8]=1, predict the reactants needed to synthesize it. The reactants are: [CH3:1][O:2][C:3]1[CH:8]=[CH:7][C:6]([C:9](=[O:22])[CH2:10][N:11]2[C:19](=[O:20])[C:18]3[C:13](=[CH:14][CH:15]=[CH:16][CH:17]=3)[C:12]2=[O:21])=[CH:5][CH:4]=1.[CH2:23](O)[CH2:24][OH:25].C1(C)C=CC(S(O)(=O)=O)=CC=1.